From a dataset of Forward reaction prediction with 1.9M reactions from USPTO patents (1976-2016). Predict the product of the given reaction. (1) Given the reactants [NH2:1][C:2]1[S:3][C:4]([CH3:7])=[CH:5][N:6]=1.Br[CH2:9][CH2:10][O:11][CH2:12][CH2:13][O:14][CH3:15], predict the reaction product. The product is: [CH3:15][O:14][CH2:13][CH2:12][O:11][CH2:10][CH2:9][N:6]1[CH:5]=[C:4]([CH3:7])[S:3][C:2]1=[NH:1]. (2) The product is: [Cl:18][C:19]1[C:24]([O:12][CH2:14][CH2:17][O:8][C:4]2[CH:5]=[CH:6][CH:7]=[C:2]([Br:1])[CH:3]=2)=[N:23][CH:22]=[CH:21][N:20]=1. Given the reactants [Br:1][C:2]1[CH:3]=[C:4]([OH:8])[CH:5]=[CH:6][CH:7]=1.C1OC1.[O:12]([C:14]([CH3:17])(C)C)[K].[Cl:18][C:19]1[C:24](Cl)=[N:23][CH:22]=[CH:21][N:20]=1, predict the reaction product. (3) Given the reactants [C:1]1([C:7]2[CH:15]=[CH:14][C:10]([C:11]([OH:13])=O)=[CH:9][N:8]=2)[CH:6]=[CH:5][CH:4]=[CH:3][CH:2]=1.OC(C(F)(F)F)=O.[CH3:23][O:24][C:25](=[O:45])[C@@H:26]([CH3:44])[CH2:27][C@H:28]([NH2:43])[C:29](=[O:42])[NH:30][C:31]([CH3:41])([CH3:40])[CH2:32][C:33]1[CH:38]=[CH:37][C:36]([F:39])=[CH:35][CH:34]=1, predict the reaction product. The product is: [CH3:23][O:24][C:25](=[O:45])[C@@H:26]([CH3:44])[CH2:27][C@@H:28]([C:29](=[O:42])[NH:30][C:31]([CH3:41])([CH3:40])[CH2:32][C:33]1[CH:38]=[CH:37][C:36]([F:39])=[CH:35][CH:34]=1)[NH:43][C:11]([C:10]1[CH:9]=[N:8][C:7]([C:1]2[CH:2]=[CH:3][CH:4]=[CH:5][CH:6]=2)=[CH:15][CH:14]=1)=[O:13]. (4) The product is: [Cl:1][C:2]1[N:7]=[C:6]([I:15])[C:5]([OH:8])=[CH:4][CH:3]=1. Given the reactants [Cl:1][C:2]1[N:7]=[CH:6][C:5]([OH:8])=[CH:4][CH:3]=1.C([O-])([O-])=O.[Na+].[Na+].[I:15]I.[O-]S([O-])(=S)=O.[Na+].[Na+], predict the reaction product.